This data is from Reaction yield outcomes from USPTO patents with 853,638 reactions. The task is: Predict the reaction yield, written as a fraction of the theoretical maximum amount of product (1.0 means a 100% yield; for example, 0.34 means a 34% yield). The reactants are [CH:1]1([N:7]2[C:11]([NH2:12])=[C:10]([CH3:13])[C:9]([CH3:14])=[N:8]2)[CH2:6][CH2:5][CH2:4][CH2:3][CH2:2]1.[OH-].[Na+].Cl[C:18]([O:20][C:21]1[CH:26]=[CH:25][CH:24]=[CH:23][CH:22]=1)=[O:19]. The catalyst is CCOC(C)=O.O. The product is [CH:1]1([N:7]2[C:11]([NH:12][C:18](=[O:19])[O:20][C:21]3[CH:26]=[CH:25][CH:24]=[CH:23][CH:22]=3)=[C:10]([CH3:13])[C:9]([CH3:14])=[N:8]2)[CH2:2][CH2:3][CH2:4][CH2:5][CH2:6]1. The yield is 1.00.